This data is from TCR-epitope binding with 47,182 pairs between 192 epitopes and 23,139 TCRs. The task is: Binary Classification. Given a T-cell receptor sequence (or CDR3 region) and an epitope sequence, predict whether binding occurs between them. (1) The epitope is ALSKGVHFV. The TCR CDR3 sequence is CASSFGTLRTDTQYF. Result: 0 (the TCR does not bind to the epitope). (2) The epitope is IVTDFSVIK. The TCR CDR3 sequence is CATSGAAYSGANVLTF. Result: 1 (the TCR binds to the epitope). (3) The epitope is VSFIEFVGW. The TCR CDR3 sequence is CASSLSTGDTYEQYF. Result: 0 (the TCR does not bind to the epitope). (4) The TCR CDR3 sequence is CSVRQGYEQYF. The epitope is EIYKRWII. Result: 1 (the TCR binds to the epitope). (5) The epitope is QECVRGTTVL. The TCR CDR3 sequence is CASSEETGSGTPLHF. Result: 0 (the TCR does not bind to the epitope). (6) The epitope is NYSGVVTTVMF. The TCR CDR3 sequence is CASSRTQGDYEQYF. Result: 0 (the TCR does not bind to the epitope). (7) The epitope is FVRATATIPI. The TCR CDR3 sequence is CASSEWTVDGYTF. Result: 0 (the TCR does not bind to the epitope).